Dataset: Catalyst prediction with 721,799 reactions and 888 catalyst types from USPTO. Task: Predict which catalyst facilitates the given reaction. (1) The catalyst class is: 6. Reactant: [Cl:1][C:2]1[CH:3]=[CH:4][C:5]2[N:11]([CH2:12][C:13]([CH3:17])([CH3:16])[CH2:14][OH:15])[C:10](=[O:18])[C@@H:9]([CH2:19][C:20]([NH:22][CH2:23][CH2:24][CH2:25][C:26]([OH:28])=[O:27])=[O:21])[O:8][C@H:7]([C:29]3[CH:34]=[CH:33][CH:32]=[C:31]([O:35][CH3:36])[C:30]=3[O:37][CH3:38])[C:6]=2[CH:39]=1.N1C=CC=CC=1.[C:46](OCC)(=[O:48])[CH3:47].C(Cl)(=O)C. Product: [C:46]([O:15][CH2:14][C:13]([CH3:16])([CH3:17])[CH2:12][N:11]1[C:5]2[CH:4]=[CH:3][C:2]([Cl:1])=[CH:39][C:6]=2[C@@H:7]([C:29]2[CH:34]=[CH:33][CH:32]=[C:31]([O:35][CH3:36])[C:30]=2[O:37][CH3:38])[O:8][C@H:9]([CH2:19][C:20]([NH:22][CH2:23][CH2:24][CH2:25][C:26]([OH:28])=[O:27])=[O:21])[C:10]1=[O:18])(=[O:48])[CH3:47]. (2) Reactant: Br[C:2]1[C:3]([C:25]2[CH:30]=[CH:29][N:28]=[CH:27][CH:26]=2)=[C:4]([C:17]2[CH:22]=[CH:21][C:20]([F:23])=[C:19]([F:24])[CH:18]=2)[N:5]([Si](C(C)C)(C(C)C)C(C)C)[CH:6]=1.[C:31]1([C@H:37]2[CH2:45][N:44]3[C@H:39]([CH2:40][C:41](=O)[CH2:42][CH2:43]3)[CH2:38]2)[CH:36]=[CH:35][CH:34]=[CH:33][CH:32]=1.C(N)(C)C. Product: [F:24][C:19]1[CH:18]=[C:17]([C:4]2[NH:5][CH:6]=[C:2]([C:41]3[CH2:42][CH2:43][N:44]4[C@H:39]([CH:40]=3)[CH2:38][C@@H:37]([C:31]3[CH:32]=[CH:33][CH:34]=[CH:35][CH:36]=3)[CH2:45]4)[C:3]=2[C:25]2[CH:26]=[CH:27][N:28]=[CH:29][CH:30]=2)[CH:22]=[CH:21][C:20]=1[F:23]. The catalyst class is: 13.